From a dataset of Reaction yield outcomes from USPTO patents with 853,638 reactions. Predict the reaction yield, written as a fraction of the theoretical maximum amount of product (1.0 means a 100% yield; for example, 0.34 means a 34% yield). (1) The reactants are CO[C:3](=[O:26])[C:4]1[CH:9]=[CH:8][C:7]([O:10][CH2:11][C:12]2[C:13]([C:18]3[CH:23]=[C:22]([F:24])[CH:21]=[CH:20][C:19]=3[F:25])=[N:14][O:15][C:16]=2[CH3:17])=[N:6][CH:5]=1.[NH2:27][CH:28]1[CH2:33][CH2:32][O:31][CH2:30][CH2:29]1. No catalyst specified. The product is [F:25][C:19]1[CH:20]=[CH:21][C:22]([F:24])=[CH:23][C:18]=1[C:13]1[C:12]([CH2:11][O:10][C:7]2[CH:8]=[CH:9][C:4]([C:3]([NH:27][CH:28]3[CH2:33][CH2:32][O:31][CH2:30][CH2:29]3)=[O:26])=[CH:5][N:6]=2)=[C:16]([CH3:17])[O:15][N:14]=1. The yield is 0.710. (2) The reactants are [CH3:1][OH:2].[NH2:3][C:4]1[C:11]([F:12])=[CH:10][C:7]([C:8]#[N:9])=[C:6](F)[CH:5]=1. No catalyst specified. The product is [NH2:3][C:4]1[C:11]([F:12])=[CH:10][C:7]([C:8]#[N:9])=[C:6]([O:2][CH3:1])[CH:5]=1. The yield is 0.970.